This data is from NCI-60 drug combinations with 297,098 pairs across 59 cell lines. The task is: Regression. Given two drug SMILES strings and cell line genomic features, predict the synergy score measuring deviation from expected non-interaction effect. (1) Drug 1: CC1=C(C(=O)C2=C(C1=O)N3CC4C(C3(C2COC(=O)N)OC)N4)N. Drug 2: CC(C)CN1C=NC2=C1C3=CC=CC=C3N=C2N. Cell line: HCC-2998. Synergy scores: CSS=43.0, Synergy_ZIP=-3.53, Synergy_Bliss=-5.49, Synergy_Loewe=-5.58, Synergy_HSA=-1.33. (2) Drug 1: CN(C)N=NC1=C(NC=N1)C(=O)N. Drug 2: CC1=C(C(=O)C2=C(C1=O)N3CC4C(C3(C2COC(=O)N)OC)N4)N. Cell line: ACHN. Synergy scores: CSS=36.5, Synergy_ZIP=-3.59, Synergy_Bliss=-1.66, Synergy_Loewe=-21.4, Synergy_HSA=0.170. (3) Drug 1: C1=CC(=CC=C1CC(C(=O)O)N)N(CCCl)CCCl.Cl. Drug 2: CC1=C(C=C(C=C1)NC(=O)C2=CC=C(C=C2)CN3CCN(CC3)C)NC4=NC=CC(=N4)C5=CN=CC=C5. Cell line: SK-MEL-28. Synergy scores: CSS=-0.965, Synergy_ZIP=0.331, Synergy_Bliss=0.253, Synergy_Loewe=-4.80, Synergy_HSA=-4.36. (4) Drug 1: CC1=C2C(C(=O)C3(C(CC4C(C3C(C(C2(C)C)(CC1OC(=O)C(C(C5=CC=CC=C5)NC(=O)C6=CC=CC=C6)O)O)OC(=O)C7=CC=CC=C7)(CO4)OC(=O)C)O)C)OC(=O)C. Drug 2: CN(CC1=CN=C2C(=N1)C(=NC(=N2)N)N)C3=CC=C(C=C3)C(=O)NC(CCC(=O)O)C(=O)O. Cell line: SF-295. Synergy scores: CSS=19.2, Synergy_ZIP=6.84, Synergy_Bliss=-0.361, Synergy_Loewe=-38.9, Synergy_HSA=-4.73. (5) Drug 1: CC(C)(C#N)C1=CC(=CC(=C1)CN2C=NC=N2)C(C)(C)C#N. Drug 2: CN(CCCl)CCCl.Cl. Cell line: LOX IMVI. Synergy scores: CSS=7.67, Synergy_ZIP=-7.73, Synergy_Bliss=-1.97, Synergy_Loewe=-3.43, Synergy_HSA=-3.16. (6) Drug 1: COC1=NC(=NC2=C1N=CN2C3C(C(C(O3)CO)O)O)N. Drug 2: C1=NC(=NC(=O)N1C2C(C(C(O2)CO)O)O)N. Cell line: CCRF-CEM. Synergy scores: CSS=76.3, Synergy_ZIP=7.24, Synergy_Bliss=7.76, Synergy_Loewe=2.90, Synergy_HSA=8.99.